This data is from Forward reaction prediction with 1.9M reactions from USPTO patents (1976-2016). The task is: Predict the product of the given reaction. (1) Given the reactants C([N:8](CC1C=CC=CC=1)[C:9]1[N:17]=[CH:16][N:15]=[C:14]2[C:10]=1[NH:11][C:12](=[O:33])[N:13]2[C:18]1[CH:23]=[CH:22][C:21]([N:24]([CH3:32])[C:25](=[O:31])[O:26][C:27]([CH3:30])([CH3:29])[CH3:28])=[CH:20][CH:19]=1)C1C=CC=CC=1.Cl, predict the reaction product. The product is: [NH2:8][C:9]1[N:17]=[CH:16][N:15]=[C:14]2[C:10]=1[NH:11][C:12](=[O:33])[N:13]2[C:18]1[CH:19]=[CH:20][C:21]([N:24]([CH3:32])[C:25](=[O:31])[O:26][C:27]([CH3:28])([CH3:29])[CH3:30])=[CH:22][CH:23]=1. (2) Given the reactants Br[CH2:2][C:3](Br)=[O:4].[CH2:6]([NH2:16])[C:7]1[CH:15]=[CH:14][C:13]2[O:12][CH2:11][O:10][C:9]=2[CH:8]=1.[CH3:17][O:18][C:19]1[CH:20]=[C:21]([CH:38]=[CH:39][C:40]=1[O:41][CH3:42])[CH2:22][CH:23]1[C:29]2[CH:30]=[C:31]([O:36][CH3:37])[C:32]([O:34][CH3:35])=[CH:33][C:28]=2[CH2:27][CH2:26][CH2:25][NH:24]1, predict the reaction product. The product is: [O:12]1[C:13]2[CH:14]=[CH:15][C:7]([CH2:6][NH:16][C:3](=[O:4])[CH2:2][N:24]3[CH2:25][CH2:26][CH2:27][C:28]4[CH:33]=[C:32]([O:34][CH3:35])[C:31]([O:36][CH3:37])=[CH:30][C:29]=4[CH:23]3[CH2:22][C:21]3[CH:38]=[CH:39][C:40]([O:41][CH3:42])=[C:19]([O:18][CH3:17])[CH:20]=3)=[CH:8][C:9]=2[O:10][CH2:11]1. (3) Given the reactants [CH3:1][C:2]([C:4]1[CH:9]=[CH:8][C:7]([NH2:10])=[CH:6][CH:5]=1)=[O:3].[NH2:11][C:12]1[CH:17]=[CH:16][CH:15]=[CH:14][CH:13]=1.[S:18](Cl)(Cl)(=[O:20])=[O:19].O, predict the reaction product. The product is: [C:12]1([NH:11][S:18]([NH:10][C:7]2[CH:8]=[CH:9][C:4]([C:2](=[O:3])[CH3:1])=[CH:5][CH:6]=2)(=[O:20])=[O:19])[CH:17]=[CH:16][CH:15]=[CH:14][CH:13]=1. (4) Given the reactants [CH2:1]([C:5]1[N:6]=[C:7]([SH:27])[NH:8][C:9](=[O:26])[C:10]=1[CH2:11][C:12]1[CH:17]=[CH:16][C:15]([C:18]2[C:19]([C:24]#[N:25])=[CH:20][CH:21]=[CH:22][CH:23]=2)=[CH:14][CH:13]=1)[CH2:2][CH2:3][CH3:4].I[CH3:29].[OH-].[K+], predict the reaction product. The product is: [CH2:1]([C:5]1[N:6]=[C:7]([S:27][CH3:29])[NH:8][C:9](=[O:26])[C:10]=1[CH2:11][C:12]1[CH:17]=[CH:16][C:15]([C:18]2[C:19]([C:24]#[N:25])=[CH:20][CH:21]=[CH:22][CH:23]=2)=[CH:14][CH:13]=1)[CH2:2][CH2:3][CH3:4]. (5) Given the reactants [NH:1]1[C:5]2=[N:6][CH:7]=[C:8]([NH:10][C:11]3[C:12]4[C:19]5[CH2:20][CH2:21][C@H:22]([C:24](O)=[O:25])[CH2:23][C:18]=5[S:17][C:13]=4[N:14]=[CH:15][N:16]=3)[CH:9]=[C:4]2[CH:3]=[N:2]1.[CH3:27][O:28][CH2:29][CH2:30][NH:31][CH3:32], predict the reaction product. The product is: [CH3:27][O:28][CH2:29][CH2:30][N:31]([CH3:32])[C:24]([C@H:22]1[CH2:21][CH2:20][C:19]2[C:12]3[C:11]([NH:10][C:8]4[CH:9]=[C:4]5[CH:3]=[N:2][NH:1][C:5]5=[N:6][CH:7]=4)=[N:16][CH:15]=[N:14][C:13]=3[S:17][C:18]=2[CH2:23]1)=[O:25]. (6) The product is: [F:18][C:15]1[CH:16]=[CH:17][C:12]([C@@H:11]2[CH2:10][CH2:9][N:8]([CH3:20])[CH2:7][C@H:6]2[CH2:4][OH:3])=[CH:13][CH:14]=1. Given the reactants C([O:3][C:4]([C@H:6]1[C@H:11]([C:12]2[CH:17]=[CH:16][C:15]([F:18])=[CH:14][CH:13]=2)[CH2:10][C:9](=O)[N:8]([CH3:20])[C:7]1=O)=O)C.[H-].[H-].[H-].[H-].[Li+].[Al+3], predict the reaction product. (7) Given the reactants [C:1]([O:5][CH2:6][C@@H:7]([C:16]1[O:20][N:19]=[C:18]([C@@H:21]2[CH2:25][C:24](=[N:26][O:27][CH3:28])[CH2:23][N:22]2[C:29]([C:31]2[CH:36]=[CH:35][C:34]([C:37]3[CH:42]=[CH:41][CH:40]=[CH:39][CH:38]=3)=[CH:33][CH:32]=2)=[O:30])[N:17]=1)[NH:8]C(OC(C)(C)C)=O)([CH3:4])([CH3:3])[CH3:2].C(O)(C(F)(F)F)=O.C(Cl)Cl.C(=O)([O-])[O-].[Na+].[Na+], predict the reaction product. The product is: [CH3:28][O:27][N:26]=[C:24]1[CH2:25][C@@H:21]([C:18]2[N:17]=[C:16]([C@@H:7]([NH2:8])[CH2:6][O:5][C:1]([CH3:4])([CH3:2])[CH3:3])[O:20][N:19]=2)[N:22]([C:29]([C:31]2[CH:32]=[CH:33][C:34]([C:37]3[CH:42]=[CH:41][CH:40]=[CH:39][CH:38]=3)=[CH:35][CH:36]=2)=[O:30])[CH2:23]1.[CH3:28][O:27][N:26]=[C:24]1[CH2:25][C@@H:21]([C:18]2[N:17]=[C:16]([C@@H:7]([NH2:8])[CH2:6][OH:5])[O:20][N:19]=2)[N:22]([C:29]([C:31]2[CH:32]=[CH:33][C:34]([C:37]3[CH:42]=[CH:41][CH:40]=[CH:39][CH:38]=3)=[CH:35][CH:36]=2)=[O:30])[CH2:23]1. (8) Given the reactants Br[CH2:2][C:3]1[CH:4]=[N:5][CH:6]=[CH:7][CH:8]=1.[Cl:9][C:10]1[CH:15]=[CH:14][C:13]([C@@H:16]2[C@:18]3([C:26]4[C:21](=[CH:22][CH:23]=[CH:24][CH:25]=4)[NH:20][C:19]3=[O:27])[CH2:17]2)=[CH:12][CH:11]=1, predict the reaction product. The product is: [Cl:9][C:10]1[CH:11]=[CH:12][C:13]([C@@H:16]2[C@:18]3([C:26]4[C:21](=[CH:22][CH:23]=[CH:24][CH:25]=4)[N:20]([CH2:2][C:3]4[CH:4]=[N:5][CH:6]=[CH:7][CH:8]=4)[C:19]3=[O:27])[CH2:17]2)=[CH:14][CH:15]=1. (9) Given the reactants [CH2:1]([O:8][C:9]1[CH:10]=[C:11]([C@H:15]2[CH2:17][C@@H:16]2[CH2:18][OH:19])[CH:12]=[N:13][CH:14]=1)[C:2]1[CH:7]=[CH:6][CH:5]=[CH:4][CH:3]=1.[H-].[Na+].Br.Br[CH2:24][C:25]1[CH:30]=[CH:29][CH:28]=[CH:27][N:26]=1.[NH4+].[Cl-], predict the reaction product. The product is: [CH2:1]([O:8][C:9]1[CH:14]=[N:13][CH:12]=[C:11]([C@H:15]2[CH2:17][C@@H:16]2[CH2:18][O:19][CH2:24][C:25]2[CH:30]=[CH:29][CH:28]=[CH:27][N:26]=2)[CH:10]=1)[C:2]1[CH:3]=[CH:4][CH:5]=[CH:6][CH:7]=1. (10) The product is: [N+:65]([C:68]1[CH:73]=[C:72]([N+:74]([O-:76])=[O:75])[CH:71]=[CH:70][C:69]=1[NH:27][CH2:3][C@@H:2]([C:7]([OH:9])=[O:8])[NH:1][C:10]([O:12][CH2:13][CH:14]1[C:15]2[CH:16]=[CH:17][CH:18]=[CH:19][C:20]=2[C:21]2[C:26]1=[CH:25][CH:24]=[CH:23][CH:22]=2)=[O:11])([O-:67])=[O:66]. Given the reactants [NH:1]([C:10]([O:12][CH2:13][CH:14]1[C:26]2[C:21](=[CH:22][CH:23]=[CH:24][CH:25]=2)[C:20]2[C:15]1=[CH:16][CH:17]=[CH:18][CH:19]=2)=[O:11])[C@H:2]([C:7]([OH:9])=[O:8])[CH2:3]C(=O)N.[N:27]1C=CC=CC=1.FC(F)(F)C(OI(C1C=CC=CC=1)OC(=O)C(F)(F)F)=O.C([O-])([O-])=O.[Na+].[Na+].C([O-])(O)=O.[Na+].[N+:65]([C:68]1[CH:73]=[C:72]([N+:74]([O-:76])=[O:75])[CH:71]=[CH:70][C:69]=1F)([O-:67])=[O:66].Cl, predict the reaction product.